This data is from Full USPTO retrosynthesis dataset with 1.9M reactions from patents (1976-2016). The task is: Predict the reactants needed to synthesize the given product. (1) Given the product [C:7]([CH:9]=[C:19]1[CH2:22][CH:21]([C:23]#[N:24])[CH2:20]1)#[N:8], predict the reactants needed to synthesize it. The reactants are: CC(C)([O-])C.[K+].[C:7]([CH2:9]P(=O)(OCC)OCC)#[N:8].O=[C:19]1[CH2:22][CH:21]([C:23]#[N:24])[CH2:20]1. (2) Given the product [Si:23]([O:22][CH:13]([C:14]([CH3:20])([CH3:21])[CH2:15][OH:16])[CH:12]([NH:11][C:9](=[O:10])[O:8][CH2:1][C:2]1[CH:3]=[CH:4][CH:5]=[CH:6][CH:7]=1)[CH3:30])([C:26]([CH3:29])([CH3:28])[CH3:27])([CH3:25])[CH3:24], predict the reactants needed to synthesize it. The reactants are: [CH2:1]([O:8][C:9]([NH:11][CH:12]([CH3:30])[CH:13]([O:22][Si:23]([C:26]([CH3:29])([CH3:28])[CH3:27])([CH3:25])[CH3:24])[C:14]([CH3:21])([CH3:20])[C:15](OCC)=[O:16])=[O:10])[C:2]1[CH:7]=[CH:6][CH:5]=[CH:4][CH:3]=1.[Cl-].[Ca+2].[Cl-].C(O)C.[BH4-].[Na+].